From a dataset of Reaction yield outcomes from USPTO patents with 853,638 reactions. Predict the reaction yield, written as a fraction of the theoretical maximum amount of product (1.0 means a 100% yield; for example, 0.34 means a 34% yield). The reactants are [CH3:1][N:2]1[CH2:15][CH2:14][C:5]2[NH:6][C:7]3[CH:8]=[CH:9][C:10]([CH3:13])=[CH:11][C:12]=3[C:4]=2[CH2:3]1.[OH-].[K+].Br[CH2:19][CH2:20][C:21]1[CH:26]=[CH:25][C:24]([O:27][C:28]([CH3:31])([CH3:30])[CH3:29])=[CH:23][CH:22]=1. The catalyst is CN1CCCC1=O.O. The product is [C:28]([O:27][C:24]1[CH:23]=[CH:22][C:21]([CH2:20][CH2:19][N:6]2[C:7]3[CH:8]=[CH:9][C:10]([CH3:13])=[CH:11][C:12]=3[C:4]3[CH2:3][N:2]([CH3:1])[CH2:15][CH2:14][C:5]2=3)=[CH:26][CH:25]=1)([CH3:30])([CH3:29])[CH3:31]. The yield is 0.0600.